This data is from Catalyst prediction with 721,799 reactions and 888 catalyst types from USPTO. The task is: Predict which catalyst facilitates the given reaction. (1) Reactant: [Cl:1][C:2]1[CH:7]=[CH:6][C:5]([CH:8]2[C@H:13]([O:14][CH2:15][C:16]3[CH:21]=[CH:20][CH:19]=[CH:18][CH:17]=3)[C@@H:12]([O:22][CH2:23][C:24]3[CH:29]=[CH:28][CH:27]=[CH:26][CH:25]=3)[C@H:11]([O:30][CH2:31][C:32]3[CH:37]=[CH:36][CH:35]=[CH:34][CH:33]=3)[C@@H:10]([CH2:38][O:39][CH2:40][C:41]3[CH:46]=[CH:45][CH:44]=[CH:43][CH:42]=3)[O:9]2)=[CH:4][C:3]=1[CH2:47][OH:48].[C:49](Cl)(=[O:56])[C:50]1[CH:55]=[CH:54][CH:53]=[CH:52][CH:51]=1. Product: [C:49]([O:48][CH2:47][C:3]1[CH:4]=[C:5]([C@H:8]2[C@H:13]([O:14][CH2:15][C:16]3[CH:17]=[CH:18][CH:19]=[CH:20][CH:21]=3)[C@@H:12]([O:22][CH2:23][C:24]3[CH:29]=[CH:28][CH:27]=[CH:26][CH:25]=3)[C@H:11]([O:30][CH2:31][C:32]3[CH:33]=[CH:34][CH:35]=[CH:36][CH:37]=3)[C@@H:10]([CH2:38][O:39][CH2:40][C:41]3[CH:42]=[CH:43][CH:44]=[CH:45][CH:46]=3)[O:9]2)[CH:6]=[CH:7][C:2]=1[Cl:1])(=[O:56])[C:50]1[CH:55]=[CH:54][CH:53]=[CH:52][CH:51]=1. The catalyst class is: 17. (2) Reactant: [NH2:1][C@@H:2]1[CH2:7][CH2:6][CH2:5][CH2:4][C@@H:3]1[NH:8][C:9](=[O:15])[O:10][C:11]([CH3:14])([CH3:13])[CH3:12].[Cl:16][C:17]1[C:22]2[C:23](=[O:33])[N:24]([C:26]([O:28][C:29]([CH3:32])([CH3:31])[CH3:30])=[O:27])[CH2:25][C:21]=2[C:20]([F:34])=[C:19](Cl)[N:18]=1.CC(O)C.CCN(C(C)C)C(C)C. Product: [C:11]([O:10][C:9]([NH:8][C@H:3]1[CH2:4][CH2:5][CH2:6][CH2:7][C@H:2]1[NH:1][C:19]1[N:18]=[C:17]([Cl:16])[C:22]2[C:23](=[O:33])[N:24]([C:26]([O:28][C:29]([CH3:30])([CH3:31])[CH3:32])=[O:27])[CH2:25][C:21]=2[C:20]=1[F:34])=[O:15])([CH3:12])([CH3:14])[CH3:13]. The catalyst class is: 16. (3) Reactant: [CH:1]1([C:4]2[N:8]([C:9]3[N:17]=[C:16]4[C:12]([N:13]=[C:14]([C:19]([OH:21])=O)[N:15]4[CH3:18])=[C:11]([N:22]4[CH2:27][CH2:26][O:25][CH2:24][CH2:23]4)[N:10]=3)[C:7]3[CH:28]=[CH:29][CH:30]=[CH:31][C:6]=3[N:5]=2)[CH2:3][CH2:2]1.[NH:32]1[CH2:37][CH2:36][CH:35]([C:38]([OH:41])([CH3:40])[CH3:39])[CH2:34][CH2:33]1.CN(C(ON1N=NC2C=CC=NC1=2)=[N+](C)C)C.F[P-](F)(F)(F)(F)F.CCN(C(C)C)C(C)C. Product: [CH:1]1([C:4]2[N:8]([C:9]3[N:17]=[C:16]4[C:12]([N:13]=[C:14]([C:19]([N:32]5[CH2:37][CH2:36][CH:35]([C:38]([OH:41])([CH3:40])[CH3:39])[CH2:34][CH2:33]5)=[O:21])[N:15]4[CH3:18])=[C:11]([N:22]4[CH2:27][CH2:26][O:25][CH2:24][CH2:23]4)[N:10]=3)[C:7]3[CH:28]=[CH:29][CH:30]=[CH:31][C:6]=3[N:5]=2)[CH2:3][CH2:2]1. The catalyst class is: 2. (4) Reactant: [Br:1][C:2]1[CH:7]=[CH:6][CH:5]=[CH:4][C:3]=1[C:8](=[O:10])[CH3:9].CO.[BH4-].[Na+].CC(C)=O. The catalyst class is: 84. Product: [Br:1][C:2]1[CH:7]=[CH:6][CH:5]=[CH:4][C:3]=1[CH:8]([OH:10])[CH3:9]. (5) Reactant: C([N:8]1[CH2:13][CH2:12][O:11][CH:10]([CH:14]=[CH:15][C:16]2[CH:17]=[C:18]([CH2:39][O:40][C:41]3[CH:46]=[CH:45][CH:44]=[CH:43][C:42]=3[CH2:47][C:48]([O:50][C:51]([CH3:54])([CH3:53])[CH3:52])=[O:49])[CH:19]=[C:20]([C:22]3[CH:27]=[CH:26][CH:25]=[C:24]([C@H:28]([NH:30][C:31]([O:33][C:34]([CH3:37])([CH3:36])[CH3:35])=[O:32])[CH3:29])[C:23]=3[F:38])[CH:21]=2)[CH2:9]1)C1C=CC=CC=1.ClC(Cl)CCl.[H][H]. Product: [C:34]([O:33][C:31]([NH:30][C@@H:28]([C:24]1[C:23]([F:38])=[C:22]([C:20]2[CH:21]=[C:16]([CH2:15][CH2:14][CH:10]3[O:11][CH2:12][CH2:13][NH:8][CH2:9]3)[CH:17]=[C:18]([CH2:39][O:40][C:41]3[CH:46]=[CH:45][CH:44]=[CH:43][C:42]=3[CH2:47][C:48]([O:50][C:51]([CH3:54])([CH3:53])[CH3:52])=[O:49])[CH:19]=2)[CH:27]=[CH:26][CH:25]=1)[CH3:29])=[O:32])([CH3:37])([CH3:35])[CH3:36]. The catalyst class is: 19. (6) Reactant: O.C1(C)C=CC(S(O)(=O)=[O:9])=CC=1.C(N(C(C)C)CC)(C)C.N(C(OCC1C2C(=CC=CC=2)C2C1=CC=CC=2)=O)[C@H](C(O)=O)COC(C)(C)C.O.[CH2:51]1[CH2:56][CH2:55][CH:54]([N:57]=[C:58]=[N:59][CH:60]2[CH2:65][CH2:64][CH2:63][CH2:62][CH2:61]2)[CH2:53][CH2:52]1. Product: [C:58]([NH:57][CH:54]1[CH2:53][CH2:52][CH2:51][CH2:56][CH2:55]1)([NH:59][CH:60]1[CH2:65][CH2:64][CH2:63][CH2:62][CH2:61]1)=[O:9]. The catalyst class is: 444. (7) Reactant: [NH:1]1[C:7]2[N:8]=[CH:9][CH:10]=[CH:11][C:6]=2[CH2:5][NH:4][C:3](=[O:12])[CH2:2]1.C(O)(=O)C.[Br:17]Br. Product: [Br:17][C:10]1[CH:9]=[N:8][C:7]2[NH:1][CH2:2][C:3](=[O:12])[NH:4][CH2:5][C:6]=2[CH:11]=1. The catalyst class is: 81.